This data is from Catalyst prediction with 721,799 reactions and 888 catalyst types from USPTO. The task is: Predict which catalyst facilitates the given reaction. (1) Reactant: [Br:1]Br.[C:3]([O:7][C:8](=[O:30])[CH2:9][N:10]1[C:15](=[O:16])[CH2:14][CH:13]([C:17]2[CH:22]=[C:21]([Cl:23])[CH:20]=[CH:19][C:18]=2[Cl:24])[C:12]([C:25]([O:27][CH3:28])=[O:26])=[C:11]1[CH3:29])([CH3:6])([CH3:5])[CH3:4]. Product: [Br:1][CH2:29][C:11]1[N:10]([CH2:9][C:8]([O:7][C:3]([CH3:6])([CH3:5])[CH3:4])=[O:30])[C:15](=[O:16])[CH2:14][CH:13]([C:17]2[CH:22]=[C:21]([Cl:23])[CH:20]=[CH:19][C:18]=2[Cl:24])[C:12]=1[C:25]([O:27][CH3:28])=[O:26]. The catalyst class is: 4. (2) Reactant: O[CH2:2][C@H:3]([CH3:16])[CH2:4][N:5]1[C:10]2[CH:11]=[CH:12][CH:13]=[CH:14][C:9]=2[O:8][CH2:7][C:6]1=[O:15].C1(P(C2C=CC=CC=2)C2C=CC=CC=2)C=CC=CC=1.N1C=CN=C1.[I:41]I. Product: [I:41][CH2:2][C@H:3]([CH3:16])[CH2:4][N:5]1[C:10]2[CH:11]=[CH:12][CH:13]=[CH:14][C:9]=2[O:8][CH2:7][C:6]1=[O:15]. The catalyst class is: 2. (3) Reactant: [NH2:1][C:2]1[N:10]=[CH:9][N:8]=[C:7]2[C:3]=1[N:4]=[CH:5][N:6]2[C@H:11]1[C@@H:15]2[O:16][C:17]([CH3:20])([CH3:19])[O:18][C@@H:14]2[C@@H:13]([CH2:21][N:22]([CH:27]([CH3:29])[CH3:28])[CH2:23][CH2:24][CH2:25][NH2:26])[O:12]1.[Cl:30][C:31]1[CH:36]=[CH:35][CH:34]=[C:33]([N:37]=[C:38]=[O:39])[CH:32]=1.O. Product: [NH2:1][C:2]1[N:10]=[CH:9][N:8]=[C:7]2[C:3]=1[N:4]=[CH:5][N:6]2[C@H:11]1[C@@H:15]2[O:16][C:17]([CH3:19])([CH3:20])[O:18][C@@H:14]2[C@@H:13]([CH2:21][N:22]([CH:27]([CH3:29])[CH3:28])[CH2:23][CH2:24][CH2:25][NH:26][C:38]([NH:37][C:33]2[CH:34]=[CH:35][CH:36]=[C:31]([Cl:30])[CH:32]=2)=[O:39])[O:12]1. The catalyst class is: 2. (4) Reactant: [F:1][C:2]1[CH:7]=[CH:6][CH:5]=[CH:4][C:3]=1[N:8]1[C:12]([C:13]2[C:18](=[O:19])[CH:17]=[CH:16][N:15]([C:20]3[CH:21]=[C:22]([NH:26][C:27](=[O:29])[CH3:28])[CH:23]=[CH:24][CH:25]=3)[N:14]=2)=[CH:11][CH:10]=[N:9]1.[CH3:30]I.[H-].[Na+]. Product: [F:1][C:2]1[CH:7]=[CH:6][CH:5]=[CH:4][C:3]=1[N:8]1[C:12]([C:13]2[C:18](=[O:19])[CH:17]=[CH:16][N:15]([C:20]3[CH:21]=[C:22]([N:26]([CH3:30])[C:27](=[O:29])[CH3:28])[CH:23]=[CH:24][CH:25]=3)[N:14]=2)=[CH:11][CH:10]=[N:9]1. The catalyst class is: 3. (5) Reactant: [Br:1][C:2]1[CH:11]=[C:10]2[C:5]([CH:6]=[CH:7][O:8][C:9]2=O)=[C:4]([N+:13]([O-:15])=[O:14])[CH:3]=1.[NH3:16]. Product: [Br:1][C:2]1[CH:11]=[C:10]2[C:5]([CH:6]=[CH:7][NH:16][C:9]2=[O:8])=[C:4]([N+:13]([O-:15])=[O:14])[CH:3]=1. The catalyst class is: 5. (6) Reactant: [Cl:1][C:2]1[CH:7]=[CH:6][CH:5]=[C:4](F)[C:3]=1[C:9]1[C:13]([C:14](C(N)C2C=CC(C(O)=O)=CC=2)=[O:15])=[C:12]([CH3:27])[O:11][N:10]=1.[OH-:28].[Na+].CN([CH:33]=[O:34])C. Product: [Cl:1][C:2]1[C:3]2[C:9]3[C:13](=[C:12]([CH3:27])[O:11][N:10]=3)[C:14](=[O:15])[N:10]([CH2:9][C:3]3[CH:4]=[CH:5][C:6]([C:33]([OH:34])=[O:28])=[CH:7][CH:2]=3)[C:4]=2[CH:5]=[CH:6][CH:7]=1. The catalyst class is: 5. (7) Reactant: [CH2:1]([O:3][C:4]([C:6]1[S:10][C:9](Br)=[N:8][CH:7]=1)=[O:5])[CH3:2].[CH2:12]([Sn](CCCC)(CCCC)C=C)[CH2:13]CC. Product: [CH:12]([C:9]1[S:10][C:6]([C:4]([O:3][CH2:1][CH3:2])=[O:5])=[CH:7][N:8]=1)=[CH2:13]. The catalyst class is: 184. (8) Reactant: Br[C:2]1[C:3]([NH2:9])=[N:4][CH:5]=[C:6]([Br:8])[N:7]=1.CCN(C(C)C)C(C)C.[Si:19]([C:23]#[CH:24])([CH3:22])([CH3:21])[CH3:20]. Product: [Br:8][C:6]1[N:7]=[C:2]([C:24]#[C:23][Si:19]([CH3:22])([CH3:21])[CH3:20])[C:3]([NH2:9])=[N:4][CH:5]=1. The catalyst class is: 538.